This data is from Full USPTO retrosynthesis dataset with 1.9M reactions from patents (1976-2016). The task is: Predict the reactants needed to synthesize the given product. Given the product [NH2:8][CH:9]([CH2:20][O:21][CH:22]([F:23])[F:24])[C:10]([NH:12][CH2:13][C:14]1[CH:19]=[CH:18][CH:17]=[CH:16][CH:15]=1)=[O:11], predict the reactants needed to synthesize it. The reactants are: C([N:8](CC1C=CC=CC=1)[CH:9]([CH2:20][O:21][CH:22]([F:24])[F:23])[C:10]([NH:12][CH2:13][C:14]1[CH:19]=[CH:18][CH:17]=[CH:16][CH:15]=1)=[O:11])C1C=CC=CC=1.